Dataset: Reaction yield outcomes from USPTO patents with 853,638 reactions. Task: Predict the reaction yield, written as a fraction of the theoretical maximum amount of product (1.0 means a 100% yield; for example, 0.34 means a 34% yield). (1) The reactants are [CH3:1][O:2][C:3]1[CH:18]=[CH:17][C:6]([CH2:7][N:8]2[C@H:12]([C:13]([OH:15])=O)[CH2:11][S:10][C:9]2=[O:16])=[CH:5][CH:4]=1.C(OC(C)C)(=O)C.CN1CCOCC1.C(Cl)(=O)C(C)(C)C.[CH3:40][O:41][NH:42][CH3:43]. The catalyst is CCCCCCC. The product is [CH3:40][O:41][N:42]([CH3:43])[C:13]([C@@H:12]1[CH2:11][S:10][C:9](=[O:16])[N:8]1[CH2:7][C:6]1[CH:5]=[CH:4][C:3]([O:2][CH3:1])=[CH:18][CH:17]=1)=[O:15]. The yield is 0.700. (2) The reactants are [F:1][C:2]([F:36])([F:35])[O:3][C:4]1[CH:9]=[CH:8][C:7]([N:10]2[CH:14]=[N:13][C:12]([C:15]3[CH:20]=[CH:19][C:18]([CH2:21][CH2:22][CH2:23][N:24]4C(=O)C5C(=CC=CC=5)C4=O)=[CH:17][CH:16]=3)=[N:11]2)=[CH:6][CH:5]=1.O.NN. The catalyst is CO.ClCCl. The product is [F:36][C:2]([F:1])([F:35])[O:3][C:4]1[CH:5]=[CH:6][C:7]([N:10]2[CH:14]=[N:13][C:12]([C:15]3[CH:20]=[CH:19][C:18]([CH2:21][CH2:22][CH2:23][NH2:24])=[CH:17][CH:16]=3)=[N:11]2)=[CH:8][CH:9]=1. The yield is 0.880. (3) The reactants are [C:1]1([S:7]([C:10]2[CH:11]=[C:12]3[C:17](=[CH:18][CH:19]=2)[CH:16](Cl)[CH2:15][CH2:14][CH2:13]3)(=[O:9])=[O:8])[CH:6]=[CH:5][CH:4]=[CH:3][CH:2]=1.[C:21]([O:25][C:26]([N:28]1[CH2:33][CH2:32][NH:31][CH2:30][CH2:29]1)=[O:27])([CH3:24])([CH3:23])[CH3:22].[I-].[Na+].C(=O)([O-])[O-].[K+].[K+]. The catalyst is O.C(#N)C. The product is [C:21]([O:25][C:26]([N:28]1[CH2:33][CH2:32][N:31]([CH:16]2[C:17]3[C:12](=[CH:11][C:10]([S:7]([C:1]4[CH:6]=[CH:5][CH:4]=[CH:3][CH:2]=4)(=[O:9])=[O:8])=[CH:19][CH:18]=3)[CH2:13][CH2:14][CH2:15]2)[CH2:30][CH2:29]1)=[O:27])([CH3:24])([CH3:22])[CH3:23]. The yield is 0.450. (4) The reactants are [OH:1][C:2]1[C:11]2[C:6](=[CH:7][CH:8]=[CH:9][CH:10]=2)[CH:5]=[CH:4][C:3]=1[C:12]([OH:14])=O.[F:15][C:16]([F:29])([F:28])[C:17]1[CH:18]=[C:19]([CH:21]=[C:22]([C:24]([F:27])([F:26])[F:25])[CH:23]=1)[NH2:20]. No catalyst specified. The product is [F:15][C:16]([F:28])([F:29])[C:17]1[CH:18]=[C:19]([NH:20][C:12]([C:3]2[CH:4]=[CH:5][C:6]3[C:11](=[CH:10][CH:9]=[CH:8][CH:7]=3)[C:2]=2[OH:1])=[O:14])[CH:21]=[C:22]([C:24]([F:25])([F:27])[F:26])[CH:23]=1. The yield is 0.655. (5) The reactants are [NH2:1][CH2:2][CH2:3][CH2:4][N:5]([CH2:16][C:17]1[CH:22]=[CH:21][C:20]([Br:23])=[CH:19][C:18]=1[F:24])[C:6](=[O:15])[O:7][CH2:8][C:9]1[CH:14]=[CH:13][CH:12]=[CH:11][CH:10]=1.O=[C:26]1[CH2:31][CH2:30][N:29]([C:32]([O:34][C:35]([CH3:38])([CH3:37])[CH3:36])=[O:33])[CH2:28][CH2:27]1.C(O)(=O)C.[BH-](OC(C)=O)(OC(C)=O)OC(C)=O.[Na+].C([O-])(O)=O.[Na+]. The catalyst is C1COCC1.CCOC(C)=O. The product is [CH2:8]([O:7][C:6]([N:5]([CH2:16][C:17]1[CH:22]=[CH:21][C:20]([Br:23])=[CH:19][C:18]=1[F:24])[CH2:4][CH2:3][CH2:2][NH:1][CH:26]1[CH2:31][CH2:30][N:29]([C:32]([O:34][C:35]([CH3:38])([CH3:37])[CH3:36])=[O:33])[CH2:28][CH2:27]1)=[O:15])[C:9]1[CH:10]=[CH:11][CH:12]=[CH:13][CH:14]=1. The yield is 1.00. (6) The reactants are I[C:2]1[C:7]([N+:8]([O-:10])=[O:9])=[CH:6][N:5]=[C:4]2[O:11][CH2:12][CH2:13][C:3]=12.[CH3:14][C@H:15]1[CH2:20][NH:19][CH2:18][C@@H:17]([NH:21][C:22](=[O:28])[O:23][C:24]([CH3:27])([CH3:26])[CH3:25])[CH2:16]1.CCN(C(C)C)C(C)C. The catalyst is CCO. The product is [CH3:14][C@H:15]1[CH2:20][N:19]([C:2]2[C:7]([N+:8]([O-:10])=[O:9])=[CH:6][N:5]=[C:4]3[O:11][CH2:12][CH2:13][C:3]=23)[CH2:18][C@@H:17]([NH:21][C:22](=[O:28])[O:23][C:24]([CH3:27])([CH3:26])[CH3:25])[CH2:16]1. The yield is 0.750.